From a dataset of Full USPTO retrosynthesis dataset with 1.9M reactions from patents (1976-2016). Predict the reactants needed to synthesize the given product. Given the product [CH2:1]([O:8][C:9]1[CH:14]=[C:13]([C:15]([C:16]2[CH:21]=[CH:20][CH:19]=[CH:18][N:17]=2)=[O:22])[CH:12]=[CH:11][C:10]=1[N:23]1[S:27](=[O:28])(=[O:29])[N:26]([CH2:30][CH2:31][Si:32]([CH3:34])([CH3:33])[CH3:35])[C:25](=[O:36])[CH2:24]1)[C:2]1[CH:3]=[CH:4][CH:5]=[CH:6][CH:7]=1, predict the reactants needed to synthesize it. The reactants are: [CH2:1]([O:8][C:9]1[CH:14]=[C:13]([CH:15]([OH:22])[C:16]2[CH:21]=[CH:20][CH:19]=[CH:18][N:17]=2)[CH:12]=[CH:11][C:10]=1[N:23]1[S:27](=[O:29])(=[O:28])[N:26]([CH2:30][CH2:31][Si:32]([CH3:35])([CH3:34])[CH3:33])[C:25](=[O:36])[CH2:24]1)[C:2]1[CH:7]=[CH:6][CH:5]=[CH:4][CH:3]=1.